This data is from Peptide-MHC class I binding affinity with 185,985 pairs from IEDB/IMGT. The task is: Regression. Given a peptide amino acid sequence and an MHC pseudo amino acid sequence, predict their binding affinity value. This is MHC class I binding data. (1) The MHC is HLA-A23:01 with pseudo-sequence HLA-A23:01. The binding affinity (normalized) is 0. The peptide sequence is FRDYVDRFYK. (2) The peptide sequence is EMICFHEFL. The MHC is HLA-A29:02 with pseudo-sequence HLA-A29:02. The binding affinity (normalized) is 0.137. (3) The peptide sequence is DPAVDLLKNYM. The MHC is HLA-B27:05 with pseudo-sequence HLA-B27:05. The binding affinity (normalized) is 0. (4) The peptide sequence is MMKDEPVVF. The MHC is HLA-B15:01 with pseudo-sequence HLA-B15:01. The binding affinity (normalized) is 1.00. (5) The peptide sequence is CGDPSSFEY. The MHC is HLA-A26:01 with pseudo-sequence HLA-A26:01. The binding affinity (normalized) is 0. (6) The peptide sequence is YAEISFMLW. The MHC is HLA-A03:01 with pseudo-sequence HLA-A03:01. The binding affinity (normalized) is 0.0847.